This data is from NCI-60 drug combinations with 297,098 pairs across 59 cell lines. The task is: Regression. Given two drug SMILES strings and cell line genomic features, predict the synergy score measuring deviation from expected non-interaction effect. (1) Drug 1: CN1C(=O)N2C=NC(=C2N=N1)C(=O)N. Drug 2: C1CN(CCN1C(=O)CCBr)C(=O)CCBr. Cell line: OVCAR-4. Synergy scores: CSS=1.75, Synergy_ZIP=-1.35, Synergy_Bliss=0.599, Synergy_Loewe=-2.94, Synergy_HSA=-0.680. (2) Drug 1: C1CC(C1)(C(=O)O)C(=O)O.[NH2-].[NH2-].[Pt+2]. Drug 2: CC=C1C(=O)NC(C(=O)OC2CC(=O)NC(C(=O)NC(CSSCCC=C2)C(=O)N1)C(C)C)C(C)C. Cell line: SF-268. Synergy scores: CSS=64.6, Synergy_ZIP=3.81, Synergy_Bliss=5.02, Synergy_Loewe=-13.5, Synergy_HSA=1.05. (3) Drug 1: CCCCC(=O)OCC(=O)C1(CC(C2=C(C1)C(=C3C(=C2O)C(=O)C4=C(C3=O)C=CC=C4OC)O)OC5CC(C(C(O5)C)O)NC(=O)C(F)(F)F)O. Drug 2: CC1C(C(CC(O1)OC2CC(CC3=C2C(=C4C(=C3O)C(=O)C5=C(C4=O)C(=CC=C5)OC)O)(C(=O)CO)O)N)O.Cl. Cell line: SF-268. Synergy scores: CSS=42.8, Synergy_ZIP=-0.571, Synergy_Bliss=-1.41, Synergy_Loewe=-4.84, Synergy_HSA=-0.281. (4) Drug 1: C1=CC(=CC=C1C#N)C(C2=CC=C(C=C2)C#N)N3C=NC=N3. Drug 2: C1=NC2=C(N=C(N=C2N1C3C(C(C(O3)CO)O)F)Cl)N. Cell line: A498. Synergy scores: CSS=-5.53, Synergy_ZIP=1.44, Synergy_Bliss=-0.534, Synergy_Loewe=-6.76, Synergy_HSA=-6.19.